From a dataset of Peptide-MHC class I binding affinity with 185,985 pairs from IEDB/IMGT. Regression. Given a peptide amino acid sequence and an MHC pseudo amino acid sequence, predict their binding affinity value. This is MHC class I binding data. The peptide sequence is LAIQQLQNL. The MHC is Mamu-A70103 with pseudo-sequence Mamu-A70103. The binding affinity (normalized) is 0.0879.